From a dataset of Forward reaction prediction with 1.9M reactions from USPTO patents (1976-2016). Predict the product of the given reaction. Given the reactants CS[C:3]1[N:7]([C:8]([O:10][C:11]([CH3:14])([CH3:13])[CH3:12])=[O:9])[C@H:6]2[CH2:15][CH2:16][CH2:17][CH2:18][C@H:5]2[N:4]=1.[CH2:19]([NH2:26])[C:20]1[CH:25]=[CH:24][CH:23]=[CH:22][CH:21]=1, predict the reaction product. The product is: [C:11]([O:10][C:8]([N:7]1[C@H:6]2[CH2:15][CH2:16][CH2:17][CH2:18][C@H:5]2[N:4]=[C:3]1[NH:26][CH2:19][C:20]1[CH:25]=[CH:24][CH:23]=[CH:22][CH:21]=1)=[O:9])([CH3:14])([CH3:13])[CH3:12].